Dataset: NCI-60 drug combinations with 297,098 pairs across 59 cell lines. Task: Regression. Given two drug SMILES strings and cell line genomic features, predict the synergy score measuring deviation from expected non-interaction effect. (1) Drug 1: CCC1=CC2CC(C3=C(CN(C2)C1)C4=CC=CC=C4N3)(C5=C(C=C6C(=C5)C78CCN9C7C(C=CC9)(C(C(C8N6C)(C(=O)OC)O)OC(=O)C)CC)OC)C(=O)OC. Synergy scores: CSS=55.8, Synergy_ZIP=-1.26, Synergy_Bliss=-0.745, Synergy_Loewe=-2.28, Synergy_HSA=0.106. Cell line: OVCAR3. Drug 2: CS(=O)(=O)CCNCC1=CC=C(O1)C2=CC3=C(C=C2)N=CN=C3NC4=CC(=C(C=C4)OCC5=CC(=CC=C5)F)Cl. (2) Synergy scores: CSS=34.1, Synergy_ZIP=-3.75, Synergy_Bliss=0.547, Synergy_Loewe=-4.29, Synergy_HSA=2.12. Drug 2: C1CN(CCN1C(=O)CCBr)C(=O)CCBr. Drug 1: CN(CCCl)CCCl.Cl. Cell line: COLO 205. (3) Drug 1: CC1C(C(=O)NC(C(=O)N2CCCC2C(=O)N(CC(=O)N(C(C(=O)O1)C(C)C)C)C)C(C)C)NC(=O)C3=C4C(=C(C=C3)C)OC5=C(C(=O)C(=C(C5=N4)C(=O)NC6C(OC(=O)C(N(C(=O)CN(C(=O)C7CCCN7C(=O)C(NC6=O)C(C)C)C)C)C(C)C)C)N)C. Drug 2: CCC(=C(C1=CC=CC=C1)C2=CC=C(C=C2)OCCN(C)C)C3=CC=CC=C3.C(C(=O)O)C(CC(=O)O)(C(=O)O)O. Cell line: RXF 393. Synergy scores: CSS=3.97, Synergy_ZIP=-0.556, Synergy_Bliss=3.56, Synergy_Loewe=2.40, Synergy_HSA=3.01. (4) Drug 1: C1CC(=O)NC(=O)C1N2CC3=C(C2=O)C=CC=C3N. Drug 2: COC1=NC(=NC2=C1N=CN2C3C(C(C(O3)CO)O)O)N. Cell line: HCT116. Synergy scores: CSS=6.61, Synergy_ZIP=1.32, Synergy_Bliss=2.93, Synergy_Loewe=-0.00716, Synergy_HSA=1.34.